From a dataset of Reaction yield outcomes from USPTO patents with 853,638 reactions. Predict the reaction yield, written as a fraction of the theoretical maximum amount of product (1.0 means a 100% yield; for example, 0.34 means a 34% yield). (1) The reactants are [CH3:1][CH:2]([CH3:38])[CH2:3][CH2:4][NH:5][C:6]([C:8]1[N:9]=[N:10][C:11]([N:14]2[CH2:19][CH2:18][N:17]([C:20]([C:22]3[N:23](CC4C=CC=CC=4)[N:24]=[N:25][C:26]=3[C:27]([F:30])([F:29])[F:28])=[O:21])[CH2:16][CH2:15]2)=[CH:12][CH:13]=1)=[O:7]. The catalyst is CO.C(O)(=O)C.[Pd]. The product is [CH3:1][CH:2]([CH3:38])[CH2:3][CH2:4][NH:5][C:6]([C:8]1[N:9]=[N:10][C:11]([N:14]2[CH2:15][CH2:16][N:17]([C:20]([C:22]3[NH:23][N:24]=[N:25][C:26]=3[C:27]([F:29])([F:28])[F:30])=[O:21])[CH2:18][CH2:19]2)=[CH:12][CH:13]=1)=[O:7]. The yield is 0.360. (2) The catalyst is C1(C)C=CC=CC=1.CCOC(C)=O. The product is [F:10][C:9]([F:12])([F:11])[C:7]1[CH:6]=[C:5]([C:13]([CH3:33])([CH3:34])[C:14]([N:16]([C:18]2[CH:19]=[N:20][C:21]([N:45]3[C@H:44]([CH2:43][O:42][Si:41]([C:38]([CH3:40])([CH3:39])[CH3:37])([CH3:54])[CH3:55])[CH2:53][N:52]4[C@H:47]([CH2:48][O:49][CH2:50][CH2:51]4)[CH2:46]3)=[CH:22][C:23]=2[C:24]2[CH:29]=[CH:28][C:27]([F:30])=[CH:26][C:25]=2[Cl:31])[CH3:17])=[O:15])[CH:4]=[C:3]([C:2]([F:1])([F:36])[F:35])[CH:8]=1. The yield is 0.250. The reactants are [F:1][C:2]([F:36])([F:35])[C:3]1[CH:4]=[C:5]([C:13]([CH3:34])([CH3:33])[C:14]([N:16]([C:18]2[CH:19]=[N:20][C:21](Cl)=[CH:22][C:23]=2[C:24]2[CH:29]=[CH:28][C:27]([F:30])=[CH:26][C:25]=2[Cl:31])[CH3:17])=[O:15])[CH:6]=[C:7]([C:9]([F:12])([F:11])[F:10])[CH:8]=1.[CH3:37][C:38]([Si:41]([CH3:55])([CH3:54])[O:42][CH2:43][C@@H:44]1[CH2:53][N:52]2[C@H:47]([CH2:48][O:49][CH2:50][CH2:51]2)[CH2:46][NH:45]1)([CH3:40])[CH3:39].CC(C)([O-])C.[Na+].C1(P(C2CCCCC2)C2C=CC=CC=2C2C=CC=CC=2N(C)C)CCCCC1. (3) The reactants are [CH3:1][C:2]1[CH:3]=[N+:4]([O-])[CH:5]=[CH:6][CH:7]=1.COS(OC)(=O)=O.[C-:16]#[N:17].[K+]. The catalyst is CCO.O. The product is [CH3:1][C:2]1[CH:3]=[N:4][CH:5]=[CH:6][C:7]=1[C:16]#[N:17]. The yield is 0.340. (4) The reactants are [CH2:1]([O:8][C:9]1[CH:10]=[C:11]([CH2:15][C:16](Cl)=[N:17][OH:18])[CH:12]=[CH:13][CH:14]=1)[C:2]1[CH:7]=[CH:6][CH:5]=[CH:4][CH:3]=1.[C:20]([C:22]1[C:23]([NH2:29])=[N:24][C:25]([NH2:28])=[CH:26][CH:27]=1)#[CH:21].C(N(CC)CC)C. The catalyst is O1CCCC1. The product is [CH2:1]([O:8][C:9]1[CH:10]=[C:11]([CH:12]=[CH:13][CH:14]=1)[CH2:15][C:16]1[CH:21]=[C:20]([C:22]2[C:23]([NH2:29])=[N:24][C:25]([NH2:28])=[CH:26][CH:27]=2)[O:18][N:17]=1)[C:2]1[CH:7]=[CH:6][CH:5]=[CH:4][CH:3]=1. The yield is 0.510.